This data is from Full USPTO retrosynthesis dataset with 1.9M reactions from patents (1976-2016). The task is: Predict the reactants needed to synthesize the given product. (1) Given the product [OH:21][CH2:22][CH2:23][C:24]1[CH:33]=[CH:32][C:27]([O:28][CH2:29][CH2:30][N:18]2[CH2:19][CH2:20][C:14]3([O:13][CH2:12][CH2:11][N:10]([C:8]([C:6]4[N:7]=[C:3]([CH3:2])[S:4][CH:5]=4)=[O:9])[CH2:15]3)[CH2:16][CH2:17]2)=[CH:26][CH:25]=1, predict the reactants needed to synthesize it. The reactants are: Cl.[CH3:2][C:3]1[S:4][CH:5]=[C:6]([C:8]([N:10]2[CH2:15][C:14]3([CH2:20][CH2:19][NH:18][CH2:17][CH2:16]3)[O:13][CH2:12][CH2:11]2)=[O:9])[N:7]=1.[OH:21][CH2:22][CH2:23][C:24]1[CH:33]=[CH:32][C:27]([O:28][CH2:29][CH:30]=O)=[CH:26][CH:25]=1.C(O[BH-](OC(=O)C)OC(=O)C)(=O)C.[Na+]. (2) The reactants are: [CH2:1]([O:8][C:9]([NH:11][C:12]1[CH:24]=[CH:23][C:15]([C:16]([O:18]C(C)(C)C)=[O:17])=[C:14]([F:25])[CH:13]=1)=[O:10])[C:2]1[CH:7]=[CH:6][CH:5]=[CH:4][CH:3]=1. Given the product [CH2:1]([O:8][C:9]([NH:11][C:12]1[CH:24]=[CH:23][C:15]([C:16]([OH:18])=[O:17])=[C:14]([F:25])[CH:13]=1)=[O:10])[C:2]1[CH:3]=[CH:4][CH:5]=[CH:6][CH:7]=1, predict the reactants needed to synthesize it. (3) Given the product [CH3:27][O:26][C:24](=[O:25])[C:3]([C:2](=[O:29])[CH3:1])=[CH:4][C:15]1[C:20]2=[N:21][O:22][N:23]=[C:19]2[CH:18]=[CH:17][CH:16]=1, predict the reactants needed to synthesize it. The reactants are: [CH3:1][C:2]1NC(C)=C(C(OC(C)C)=O)[CH:4]([C:15]2[C:20]3=[N:21][O:22][N:23]=[C:19]3[CH:18]=[CH:17][CH:16]=2)[C:3]=1[C:24]([O:26][CH3:27])=[O:25].N1[O:29]N=C2C(C=O)=CC=CC=12.C(OC)(=O)CC(C)=O.N1CCCCC1. (4) The reactants are: [C:1]([O:5][C:6]([NH:8][C:9]1[N:14]=[CH:13][C:12](B(O)O)=[CH:11][CH:10]=1)=[O:7])([CH3:4])([CH3:3])[CH3:2].Cl[C:19]1[C:28]([N:29]([CH:31]([CH3:33])[CH3:32])[CH3:30])=[N:27][C:26]2[C:21](=[CH:22][CH:23]=[C:24]([C:34]([O:36][CH3:37])=[O:35])[CH:25]=2)[N:20]=1.[O-]P([O-])([O-])=O.[K+].[K+].[K+]. Given the product [C:1]([O:5][C:6]([NH:8][C:9]1[N:14]=[CH:13][C:12]([C:19]2[C:28]([N:29]([CH:31]([CH3:33])[CH3:32])[CH3:30])=[N:27][C:26]3[C:21](=[CH:22][CH:23]=[C:24]([C:34]([O:36][CH3:37])=[O:35])[CH:25]=3)[N:20]=2)=[CH:11][CH:10]=1)=[O:7])([CH3:4])([CH3:3])[CH3:2], predict the reactants needed to synthesize it. (5) The reactants are: C[O:2][C:3](=[O:22])[CH2:4][CH2:5][C:6]1[CH:11]=[CH:10][C:9]([O:12][C:13]2[CH:18]=[C:17]([F:19])[CH:16]=[C:15](Br)[CH:14]=2)=[CH:8][C:7]=1[CH3:21].[CH2:23]([C:30]1[CH:35]=[C:34]([CH2:36][CH3:37])[CH:33]=[CH:32][C:31]=1[OH:38])[C:24]1[CH:29]=[CH:28][CH:27]=[CH:26][CH:25]=1. Given the product [CH2:23]([C:30]1[CH:35]=[C:34]([CH2:36][CH3:37])[CH:33]=[CH:32][C:31]=1[O:38][C:15]1[CH:14]=[C:13]([CH:18]=[C:17]([F:19])[CH:16]=1)[O:12][C:9]1[CH:10]=[CH:11][C:6]([CH2:5][CH2:4][C:3]([OH:2])=[O:22])=[C:7]([CH3:21])[CH:8]=1)[C:24]1[CH:25]=[CH:26][CH:27]=[CH:28][CH:29]=1, predict the reactants needed to synthesize it. (6) The reactants are: Cl[CH2:2][C:3]([N:5]1[CH2:10][CH2:9][N:8]([C:11]([O:13][C:14]([CH3:17])([CH3:16])[CH3:15])=[O:12])[CH2:7][CH2:6]1)=[O:4].[I-:18].[Na+]. Given the product [I:18][CH2:2][C:3]([N:5]1[CH2:10][CH2:9][N:8]([C:11]([O:13][C:14]([CH3:17])([CH3:16])[CH3:15])=[O:12])[CH2:7][CH2:6]1)=[O:4], predict the reactants needed to synthesize it.